This data is from Full USPTO retrosynthesis dataset with 1.9M reactions from patents (1976-2016). The task is: Predict the reactants needed to synthesize the given product. (1) The reactants are: Br[C:2]1[CH:3]=[CH:4][CH:5]=[C:6]2[C:10]=1[NH:9][C:8]([C:11]([O:13][CH2:14][CH3:15])=[O:12])=[C:7]2[CH2:16][CH2:17][CH2:18][O:19][C:20]1[CH:25]=[C:24]([CH3:26])[C:23]([Cl:27])=[C:22]([CH3:28])[CH:21]=1.[CH2:29]([N:31]1[C:35](B2OC(C)(C)C(C)(C)O2)=[CH:34][CH:33]=[N:32]1)[CH3:30]. Given the product [Cl:27][C:23]1[C:24]([CH3:26])=[CH:25][C:20]([O:19][CH2:18][CH2:17][CH2:16][C:7]2[C:6]3[C:10](=[C:2]([C:35]4[N:31]([CH2:29][CH3:30])[N:32]=[CH:33][CH:34]=4)[CH:3]=[CH:4][CH:5]=3)[NH:9][C:8]=2[C:11]([O:13][CH2:14][CH3:15])=[O:12])=[CH:21][C:22]=1[CH3:28], predict the reactants needed to synthesize it. (2) Given the product [Br:36][C:13]1[C:6]2[C:7](=[N:8][CH:9]=[CH:10][C:5]=2[O:4][C:3]2[CH:22]=[CH:23][C:24]([N+:26]([O-:28])=[O:27])=[CH:25][C:2]=2[F:1])[N:11]([CH2:14][O:15][CH2:16][CH2:17][Si:18]([CH3:21])([CH3:20])[CH3:19])[CH:12]=1, predict the reactants needed to synthesize it. The reactants are: [F:1][C:2]1[CH:25]=[C:24]([N+:26]([O-:28])=[O:27])[CH:23]=[CH:22][C:3]=1[O:4][C:5]1[CH:10]=[CH:9][N:8]=[C:7]2[N:11]([CH2:14][O:15][CH2:16][CH2:17][Si:18]([CH3:21])([CH3:20])[CH3:19])[CH:12]=[CH:13][C:6]=12.C1C(=O)N([Br:36])C(=O)C1. (3) Given the product [Cl:13][C:5]1[C:4]2[C:9](=[CH:10][CH:11]=[C:2]([NH:14][CH2:15][C:16]3[CH:21]=[CH:20][CH:19]=[C:18]([N:22]([CH3:24])[CH3:23])[CH:17]=3)[CH:3]=2)[C:8](=[O:12])[NH:7][N:6]=1, predict the reactants needed to synthesize it. The reactants are: Br[C:2]1[CH:3]=[C:4]2[C:9](=[CH:10][CH:11]=1)[C:8](=[O:12])[NH:7][N:6]=[C:5]2[Cl:13].[NH2:14][CH2:15][C:16]1[CH:17]=[C:18]([N:22]([CH3:24])[CH3:23])[CH:19]=[CH:20][CH:21]=1.C1C=CC(P(C2C(C3C(P(C4C=CC=CC=4)C4C=CC=CC=4)=CC=C4C=3C=CC=C4)=C3C(C=CC=C3)=CC=2)C2C=CC=CC=2)=CC=1.CC([O-])(C)C.[Na+]. (4) Given the product [Br:1][C:2]1[N:3]=[C:4]([CH:21]2[CH2:22][CH2:23]2)[C:5]([NH:10][C@@H:11]2[C:19]3[C:14](=[CH:15][CH:16]=[CH:17][CH:18]=3)[CH2:13][C@@H:12]2[OH:20])=[N:6][C:7]=1[CH3:8], predict the reactants needed to synthesize it. The reactants are: [Br:1][C:2]1[N:3]=[C:4]([CH2:21][CH3:22])[C:5]([NH:10][C@@H:11]2[C:19]3[C:14](=[CH:15][CH:16]=[CH:17][CH:18]=3)[CH2:13][C@@H:12]2[OH:20])=[N:6][C:7]=1[CH2:8]C.[CH:23]1(C2C(N[C@@H]3C4C(=CC=CC=4)C[C@@H]3O)=NC(C)=CN=2)CC1. (5) Given the product [CH3:39][O:40][C:41](=[O:44])/[CH:42]=[CH:43]/[C:24]1[C:23]2[C:28](=[C:20]3[N:19]=[C:18]([C:15]4[CH:16]=[CH:17][C:12]([C:8]5([NH:7][C:6]([O:5][C:1]([CH3:4])([CH3:3])[CH3:2])=[O:38])[CH2:11][CH2:10][CH2:9]5)=[CH:13][CH:14]=4)[C:31]([C:32]4[CH:37]=[CH:36][CH:35]=[CH:34][CH:33]=4)=[CH:30][N:21]3[N:22]=2)[CH:27]=[CH:26][CH:25]=1, predict the reactants needed to synthesize it. The reactants are: [C:1]([O:5][C:6](=[O:38])[NH:7][C:8]1([C:12]2[CH:17]=[CH:16][C:15]([C:18]3[C:31]([C:32]4[CH:37]=[CH:36][CH:35]=[CH:34][CH:33]=4)=[CH:30][N:21]4[N:22]=[C:23]5[C:28]([CH:27]=[CH:26][CH:25]=[C:24]5Br)=[C:20]4[N:19]=3)=[CH:14][CH:13]=2)[CH2:11][CH2:10][CH2:9]1)([CH3:4])([CH3:3])[CH3:2].[CH3:39][O:40][C:41](=[O:44])[CH:42]=[CH2:43].C1(C)C=CC=CC=1P(C1C=CC=CC=1C)C1C=CC=CC=1C.C(N(CC)CC)C.[Cl-].[NH4+]. (6) Given the product [Cl:34][CH:32]([O:31][C:29](=[O:30])[N:10]([C:7]1[CH:8]=[CH:9][C:4]([Br:3])=[CH:5][C:6]=1[CH3:27])[C:11]1[CH:16]=[CH:15][C:14]([C:17](=[O:18])[C:19]2[CH:24]=[CH:23][CH:22]=[CH:21][C:20]=2[CH3:25])=[C:13]([Cl:26])[CH:12]=1)[CH3:33], predict the reactants needed to synthesize it. The reactants are: [H-].[Na+].[Br:3][C:4]1[CH:9]=[CH:8][C:7]([NH:10][C:11]2[CH:16]=[CH:15][C:14]([C:17]([C:19]3[CH:24]=[CH:23][CH:22]=[CH:21][C:20]=3[CH3:25])=[O:18])=[C:13]([Cl:26])[CH:12]=2)=[C:6]([CH3:27])[CH:5]=1.Cl[C:29]([O:31][CH:32]([Cl:34])[CH3:33])=[O:30].[NH4+].[Cl-]. (7) Given the product [Br:1][C:2]1[CH:11]=[CH:10][C:5]([C:6]([O:8][CH3:9])=[O:7])=[CH:4][C:3]=1[CH2:12][OH:13], predict the reactants needed to synthesize it. The reactants are: [Br:1][C:2]1[CH:11]=[CH:10][C:5]([C:6]([O:8][CH3:9])=[O:7])=[CH:4][C:3]=1[CH:12]=[O:13].[BH4-].[Na+].